Dataset: Forward reaction prediction with 1.9M reactions from USPTO patents (1976-2016). Task: Predict the product of the given reaction. (1) The product is: [Cl:16][C:13]1[CH:14]=[CH:15][C:10]([CH2:9][NH:8][C:6](=[O:7])[N:5]([CH2:17][CH3:18])[CH2:4][C:3]2[CH:19]=[C:20]([C:23]([F:26])([F:25])[F:24])[CH:21]=[CH:22][C:2]=2[B:27]2[O:31][C:30]([CH3:33])([CH3:32])[C:29]([CH3:35])([CH3:34])[O:28]2)=[CH:11][CH:12]=1. Given the reactants Br[C:2]1[CH:22]=[CH:21][C:20]([C:23]([F:26])([F:25])[F:24])=[CH:19][C:3]=1[CH2:4][N:5]([CH2:17][CH3:18])[C:6]([NH:8][CH2:9][C:10]1[CH:15]=[CH:14][C:13]([Cl:16])=[CH:12][CH:11]=1)=[O:7].[B:27]1([B:27]2[O:31][C:30]([CH3:33])([CH3:32])[C:29]([CH3:35])([CH3:34])[O:28]2)[O:31][C:30]([CH3:33])([CH3:32])[C:29]([CH3:35])([CH3:34])[O:28]1, predict the reaction product. (2) Given the reactants [C:1]([O:5][C:6]([N:8]1[CH2:13][CH2:12][N:11]([C:14]([O:16][CH2:17][C:18]2[CH:23]=[CH:22][CH:21]=[CH:20][CH:19]=2)=[O:15])[CH2:10][CH:9]1[C:24](O)=[O:25])=[O:7])([CH3:4])([CH3:3])[CH3:2].Cl.[CH3:28][O:29][NH2:30].CCN=C=NCCCN(C)C.Cl.CCN(C(C)C)C(C)C, predict the reaction product. The product is: [C:1]([O:5][C:6]([N:8]1[CH2:13][CH2:12][N:11]([C:14]([O:16][CH2:17][C:18]2[CH:19]=[CH:20][CH:21]=[CH:22][CH:23]=2)=[O:15])[CH2:10][CH:9]1[C:24](=[O:25])[NH:30][O:29][CH3:28])=[O:7])([CH3:3])([CH3:4])[CH3:2]. (3) Given the reactants [Cl:1][C:2]1[C:3]([OH:21])=[CH:4][C:5]([OH:20])=[C:6]([C:8](=[N:18][NH2:19])[CH2:9][C:10]2[CH:15]=[CH:14][C:13]([O:16][CH3:17])=[CH:12][CH:11]=2)[CH:7]=1.[S:22](Cl)(Cl)=O, predict the reaction product. The product is: [Cl:1][C:2]1[C:3]([OH:21])=[CH:4][C:5]([OH:20])=[C:6]([C:8]2[N:18]=[N:19][S:22][C:9]=2[C:10]2[CH:11]=[CH:12][C:13]([O:16][CH3:17])=[CH:14][CH:15]=2)[CH:7]=1. (4) Given the reactants [CH3:1][N:2]1[CH:6]=[C:5]([C:7]2[CH:30]=[CH:29][C:10]3[N:11]([C:14]4[CH:15]=[C:16]([NH:25]C(=O)C)[CH:17]=[C:18]([N:20]5[CH:24]=[CH:23][CH:22]=[CH:21]5)[CH:19]=4)[CH:12]=[N:13][C:9]=3[CH:8]=2)[CH:4]=[N:3]1.[CH:31]1([S:34](Cl)(=[O:36])=[O:35])[CH2:33][CH2:32]1, predict the reaction product. The product is: [CH3:1][N:2]1[CH:6]=[C:5]([C:7]2[CH:30]=[CH:29][C:10]3[N:11]([C:14]4[CH:15]=[C:16]([NH:25][S:34]([CH:31]5[CH2:33][CH2:32]5)(=[O:36])=[O:35])[CH:17]=[C:18]([N:20]5[CH:24]=[CH:23][CH:22]=[CH:21]5)[CH:19]=4)[CH:12]=[N:13][C:9]=3[CH:8]=2)[CH:4]=[N:3]1. (5) Given the reactants [CH3:1][O:2]C(Cl)Cl.Cl.[CH3:7][O:8][C:9]1[CH:10]=[C:11]2[C:16](=[CH:17][CH:18]=1)[CH2:15][NH:14][CH2:13][CH2:12]2.[C:19](O[C:19]([O:21][C:22]([CH3:25])([CH3:24])[CH3:23])=[O:20])([O:21][C:22]([CH3:25])([CH3:24])[CH3:23])=[O:20].CCCCCC, predict the reaction product. The product is: [C:22]([O:21][C:19]([N:14]1[CH2:13][CH2:12][C:11]2[C:16](=[CH:17][C:18]([CH:1]=[O:2])=[C:9]([O:8][CH3:7])[CH:10]=2)[CH2:15]1)=[O:20])([CH3:25])([CH3:24])[CH3:23]. (6) Given the reactants [Cl:1][C:2]1[CH:3]=[C:4]([C:8]2[N:13]=[CH:12][C:11]([CH:14]([OH:16])[CH3:15])=[CH:10][N:9]=2)[CH:5]=[CH:6][CH:7]=1.IC.[H-].[Na+].[C:21]([O-])(O)=O.[Na+], predict the reaction product. The product is: [Cl:1][C:2]1[CH:3]=[C:4]([C:8]2[N:9]=[CH:10][C:11]([CH:14]([O:16][CH3:21])[CH3:15])=[CH:12][N:13]=2)[CH:5]=[CH:6][CH:7]=1. (7) Given the reactants Br[C:2]1[S:6][C:5]([N:7]2[CH2:11][C:10]3([CH:16]4[CH2:17][CH2:18][N:13]([CH2:14][CH2:15]4)[CH2:12]3)[O:9][C:8]2=[O:19])=[N:4][CH:3]=1.C([Sn](CCCC)(CCCC)[C:25]1[CH:26]=[N:27][CH:28]=[CH:29][CH:30]=1)CCC, predict the reaction product. The product is: [N:27]1[CH:28]=[CH:29][CH:30]=[C:25]([C:2]2[S:6][C:5]([N:7]3[CH2:11][C:10]4([CH:16]5[CH2:17][CH2:18][N:13]([CH2:14][CH2:15]5)[CH2:12]4)[O:9][C:8]3=[O:19])=[N:4][CH:3]=2)[CH:26]=1.